From a dataset of Full USPTO retrosynthesis dataset with 1.9M reactions from patents (1976-2016). Predict the reactants needed to synthesize the given product. (1) Given the product [C:32]([CH:30]([CH:28]([C:27]([OH:36])=[O:35])[OH:29])[OH:31])([OH:34])=[O:33].[C:1]([C@@H:3]1[CH2:7][C@H:6]([F:8])[CH2:5][N:4]1[C:9](=[O:26])[CH2:10][NH:11][C:12]1([CH3:25])[CH2:13][CH:14]2[CH2:18][N:17]([C:19]([N:21]([CH3:22])[CH3:23])=[O:20])[CH2:16][CH:15]2[CH2:24]1)#[N:2], predict the reactants needed to synthesize it. The reactants are: [C:1]([C@@H:3]1[CH2:7][C@H:6]([F:8])[CH2:5][N:4]1[C:9](=[O:26])[CH2:10][NH:11][C:12]1([CH3:25])[CH2:24][CH:15]2[CH2:16][N:17]([C:19]([N:21]([CH3:23])[CH3:22])=[O:20])[CH2:18][CH:14]2[CH2:13]1)#[N:2].[C:27]([OH:36])(=[O:35])[CH:28]([CH:30]([C:32]([OH:34])=[O:33])[OH:31])[OH:29]. (2) The reactants are: [C:1]([C:5]1[CH:10]=[CH:9][CH:8]=[CH:7][C:6]=1[N:11]1[CH2:16][CH2:15][N:14]([C:17]([C:19]2[CH:20]=[C:21]([O:25][CH2:26][C:27]([O:29]C(C)(C)C)=[O:28])[CH:22]=[N:23][CH:24]=2)=[O:18])[CH2:13][CH2:12]1)([CH3:4])([CH3:3])[CH3:2].FC(F)(F)C(O)=O.[OH-].[Na+]. Given the product [C:1]([C:5]1[CH:10]=[CH:9][CH:8]=[CH:7][C:6]=1[N:11]1[CH2:16][CH2:15][N:14]([C:17]([C:19]2[CH:20]=[C:21]([O:25][CH2:26][C:27]([OH:29])=[O:28])[CH:22]=[N:23][CH:24]=2)=[O:18])[CH2:13][CH2:12]1)([CH3:4])([CH3:2])[CH3:3], predict the reactants needed to synthesize it.